Dataset: Forward reaction prediction with 1.9M reactions from USPTO patents (1976-2016). Task: Predict the product of the given reaction. (1) Given the reactants [Br:1][C:2]1[C:10]([O:11]C)=[CH:9][CH:8]=[C:7]2[C:3]=1[CH2:4][CH2:5][C:6]2=[O:13].C[S-].[Na+], predict the reaction product. The product is: [Br:1][C:2]1[C:10]([OH:11])=[CH:9][CH:8]=[C:7]2[C:3]=1[CH2:4][CH2:5][C:6]2=[O:13]. (2) Given the reactants [Br:1][C:2]1[CH:3]=[CH:4][C:5](O)=[C:6]([C:8]2[CH:17]=[CH:16][C:15]3[C:10](=[CH:11][CH:12]=[C:13]([C:18]4[N:22]([CH:23]5[CH2:28][CH2:27][CH2:26][CH2:25][CH2:24]5)[C:21]5[CH:29]=[CH:30][C:31]([C:33]([OH:35])=[O:34])=[CH:32][C:20]=5[N:19]=4)[CH:14]=3)[N:9]=2)[CH:7]=1.C(OC(C1C=CC2N(C3CCCCC3)C(C3C=CC(N)=C(C=O)C=3)=NC=2C=1)=O)C.BrC1C=C(C(=O)C)C=CC=1.[OH-].[K+], predict the reaction product. The product is: [Br:1][C:2]1[CH:7]=[C:6]([C:8]2[CH:17]=[CH:16][C:15]3[C:10](=[CH:11][CH:12]=[C:13]([C:18]4[N:22]([CH:23]5[CH2:24][CH2:25][CH2:26][CH2:27][CH2:28]5)[C:21]5[CH:29]=[CH:30][C:31]([C:33]([OH:35])=[O:34])=[CH:32][C:20]=5[N:19]=4)[CH:14]=3)[N:9]=2)[CH:5]=[CH:4][CH:3]=1. (3) Given the reactants [CH2:1]([C:3]1[S:7][C:6]([C:8]([O:10]C)=[O:9])=[CH:5][C:4]=1[C:12]1[N:16]([CH3:17])[N:15]=[CH:14][CH:13]=1)[CH3:2].[Cl:18]N1C(=O)CCC1=O.[OH-].[Na+], predict the reaction product. The product is: [Cl:18][C:13]1[CH:14]=[N:15][N:16]([CH3:17])[C:12]=1[C:4]1[CH:5]=[C:6]([C:8]([OH:10])=[O:9])[S:7][C:3]=1[CH2:1][CH3:2].